Dataset: Forward reaction prediction with 1.9M reactions from USPTO patents (1976-2016). Task: Predict the product of the given reaction. The product is: [Cl:1][C:2]1[CH:7]=[C:6]2[NH:8][C:9](=[O:32])[C:10]3([CH:15]([C:16]4[CH:21]=[CH:20][CH:19]=[C:18]([Cl:22])[CH:17]=4)[CH2:14][C:13](=[O:23])[NH:12][CH:11]3[C:24]3[CH:29]=[C:28]([C:37]#[CH:38])[CH:27]=[CH:26][C:25]=3[F:31])[C:5]2=[CH:4][CH:3]=1. Given the reactants [Cl:1][C:2]1[CH:7]=[C:6]2[NH:8][C:9](=[O:32])[C:10]3([CH:15]([C:16]4[CH:21]=[CH:20][CH:19]=[C:18]([Cl:22])[CH:17]=4)[CH2:14][C:13](=[O:23])[NH:12][CH:11]3[C:24]3[CH:29]=[C:28](I)[CH:27]=[CH:26][C:25]=3[F:31])[C:5]2=[CH:4][CH:3]=1.C[Si]([C:37]#[CH:38])(C)C.C(N(CC)CC)C.[OH-].[Na+], predict the reaction product.